From a dataset of Reaction yield outcomes from USPTO patents with 853,638 reactions. Predict the reaction yield, written as a fraction of the theoretical maximum amount of product (1.0 means a 100% yield; for example, 0.34 means a 34% yield). (1) The reactants are [NH:1]1[C:9]2[C:4](=[CH:5][CH:6]=[CH:7][CH:8]=2)[C:3]([C:10]2[CH:20]=[CH:19][C:13]([C:14]([O:16][CH2:17]C)=[O:15])=[CH:12][CH:11]=2)=[N:2]1.CO[Na].[CH2:24](Cl)[C:25]1[O:29][CH:28]=[CH:27][CH:26]=1. No catalyst specified. The product is [O:29]1[CH:28]=[CH:27][CH:26]=[C:25]1[CH2:24][N:2]1[C:3]([C:10]2[CH:20]=[CH:19][C:13]([C:14]([O:16][CH3:17])=[O:15])=[CH:12][CH:11]=2)=[C:4]2[C:9]([CH:8]=[CH:7][CH:6]=[CH:5]2)=[N:1]1. The yield is 0.0790. (2) The reactants are [NH2:1][C:2]1[C:7]2=[C:8]([Br:15])[CH:9]=[C:10]([CH2:11][CH2:12][CH2:13]O)[N:6]2[N:5]=[CH:4][N:3]=1.C(Br)(Br)(Br)[Br:17].C1(P(C2C=CC=CC=2)C2C=CC=CC=2)C=CC=CC=1. The catalyst is C1COCC1. The product is [Br:15][C:8]1[CH:9]=[C:10]([CH2:11][CH2:12][CH2:13][Br:17])[N:6]2[C:7]=1[C:2]([NH2:1])=[N:3][CH:4]=[N:5]2. The yield is 0.642.